Dataset: Reaction yield outcomes from USPTO patents with 853,638 reactions. Task: Predict the reaction yield, written as a fraction of the theoretical maximum amount of product (1.0 means a 100% yield; for example, 0.34 means a 34% yield). (1) The reactants are Br[C:2]1[C:3]([C:16]2[CH:21]=[CH:20][CH:19]=[CH:18][CH:17]=2)=[N:4][C:5]2[C:10]([N:11]=1)=[CH:9][C:8]([C:12]([O:14][CH3:15])=[O:13])=[CH:7][CH:6]=2.CC1(C)C(C)(C)OB(C2C=CC(N[C:37](=[O:43])[O:38][C:39]([CH3:42])([CH3:41])[CH3:40])=CC=2)O1.[CH:58]1(P([CH:58]2[CH2:63][CH2:62][CH2:61][CH2:60][CH2:59]2)[CH:58]2[CH2:63][CH2:62][CH2:61][CH2:60][CH2:59]2)[CH2:63][CH2:62][CH2:61][CH2:60][CH2:59]1.[O-]P([O-])([O-])=O.[K+].[K+].[K+]. The catalyst is C1C=CC(/C=C/C(/C=C/C2C=CC=CC=2)=O)=CC=1.C1C=CC(/C=C/C(/C=C/C2C=CC=CC=2)=O)=CC=1.C1C=CC(/C=C/C(/C=C/C2C=CC=CC=2)=O)=CC=1.[Pd].[Pd].O1CCOCC1. The product is [C:39]([O:38][C:37]([C:58]1[CH:59]=[CH:60][C:61]([C:2]2[C:3]([C:16]3[CH:21]=[CH:20][CH:19]=[CH:18][CH:17]=3)=[N:4][C:5]3[C:10]([N:11]=2)=[CH:9][C:8]([C:12]([O:14][CH3:15])=[O:13])=[CH:7][CH:6]=3)=[CH:62][CH:63]=1)=[O:43])([CH3:42])([CH3:41])[CH3:40]. The yield is 0.550. (2) The reactants are [CH:1]1([CH2:6][C@H:7]([CH2:11][OH:12])[C:8]([OH:10])=O)[CH2:5][CH2:4][CH2:3][CH2:2]1.Cl.[CH2:14]([O:21][NH2:22])[C:15]1[CH:20]=[CH:19][CH:18]=[CH:17][CH:16]=1.Cl.CN(C)CCCN=C=NCC.Cl. The catalyst is CN(C)C1C=CN=CC=1.ClCCl. The product is [CH:1]1([CH2:6][C@H:7]([CH2:11][OH:12])[C:8]([NH:22][O:21][CH2:14][C:15]2[CH:20]=[CH:19][CH:18]=[CH:17][CH:16]=2)=[O:10])[CH2:2][CH2:3][CH2:4][CH2:5]1. The yield is 0.650.